Dataset: Forward reaction prediction with 1.9M reactions from USPTO patents (1976-2016). Task: Predict the product of the given reaction. (1) Given the reactants [NH:1]1[C:5]2=[N:6][CH:7]=[C:8]([C:10]3[CH:11]=[C:12]([CH:15]=[CH:16][CH:17]=3)[CH:13]=[O:14])[CH:9]=[C:4]2[CH:3]=[CH:2]1.[I:18]N1C(=O)CCC1=O, predict the reaction product. The product is: [I:18][C:3]1[C:4]2[C:5](=[N:6][CH:7]=[C:8]([C:10]3[CH:11]=[C:12]([CH:15]=[CH:16][CH:17]=3)[CH:13]=[O:14])[CH:9]=2)[NH:1][CH:2]=1. (2) Given the reactants [C:1]([N:5]1[CH2:26][CH2:25][CH2:24][CH2:23][C:8]2[CH:9]=[C:10]3[C:19]4[CH:18]=[C:17]([F:20])[C:16]([O:21][CH3:22])=[CH:15][C:14]=4[CH2:13][CH2:12][N:11]3[C:7]=2[C:6]1=[O:27])([CH3:4])([CH3:3])[CH3:2].[Br:28]N1C(=O)CCC1=O.O, predict the reaction product. The product is: [Br:28][C:9]1[C:8]2[CH2:23][CH2:24][CH2:25][CH2:26][N:5]([C:1]([CH3:4])([CH3:2])[CH3:3])[C:6](=[O:27])[C:7]=2[N:11]2[CH2:12][CH2:13][C:14]3[CH:15]=[C:16]([O:21][CH3:22])[C:17]([F:20])=[CH:18][C:19]=3[C:10]=12. (3) Given the reactants [C:1]([O:5][C:6]([NH:8][CH2:9][CH2:10][O:11][C:12]1[CH:20]=[C:19]([S:21][CH3:22])[CH:18]=[CH:17][C:13]=1[C:14]([OH:16])=O)=[O:7])([CH3:4])([CH3:3])[CH3:2].[NH2:23][C:24]1[C:25]([C:30]([NH:32][C:33]2[CH:38]=[CH:37][C:36]([Cl:39])=[CH:35][N:34]=2)=[O:31])=[N:26][CH:27]=[CH:28][CH:29]=1, predict the reaction product. The product is: [C:1]([O:5][C:6]([NH:8][CH2:9][CH2:10][O:11][C:12]1[CH:20]=[C:19]([S:21][CH3:22])[CH:18]=[CH:17][C:13]=1[C:14]([NH:23][C:24]1[C:25]([C:30]([NH:32][C:33]2[CH:38]=[CH:37][C:36]([Cl:39])=[CH:35][N:34]=2)=[O:31])=[N:26][CH:27]=[CH:28][CH:29]=1)=[O:16])=[O:7])([CH3:2])([CH3:3])[CH3:4]. (4) Given the reactants Br[C:2]1[CH:3]=[CH:4][C:5]([O:8][C:9]2[CH:14]=[CH:13][C:12]([OH:15])=[CH:11][CH:10]=2)=[N:6][CH:7]=1.[CH3:16][Si:17]([CH3:31])([CH3:30])[CH2:18][CH2:19][O:20][CH2:21][N:22]1[C:26](B(O)O)=[CH:25][CH:24]=[N:23]1.O.CCOC(C)=O, predict the reaction product. The product is: [CH3:16][Si:17]([CH3:31])([CH3:30])[CH2:18][CH2:19][O:20][CH2:21][N:22]1[C:26]([C:2]2[CH:3]=[CH:4][C:5]([O:8][C:9]3[CH:14]=[CH:13][C:12]([OH:15])=[CH:11][CH:10]=3)=[N:6][CH:7]=2)=[CH:25][CH:24]=[N:23]1. (5) Given the reactants C([O:8][CH2:9][CH:10]=[CH:11][CH2:12][C@@H:13]([CH2:18][C@H:19]([C:22]1[CH:27]=[CH:26][C:25]([F:28])=[CH:24][CH:23]=1)[O:20][CH3:21])[C:14]([O:16][CH3:17])=[O:15])C1C=CC=CC=1.[H][H], predict the reaction product. The product is: [F:28][C:25]1[CH:26]=[CH:27][C:22]([C@H:19]([O:20][CH3:21])[CH2:18][C@H:13]([CH2:12][CH2:11][CH2:10][CH2:9][OH:8])[C:14]([O:16][CH3:17])=[O:15])=[CH:23][CH:24]=1. (6) Given the reactants [NH2:1][C:2]1[CH:7]=[C:6]([OH:8])[CH:5]=[CH:4][C:3]=1[NH:9][C:10](=[O:22])[CH2:11][O:12][C:13]1[CH:18]=[CH:17][CH:16]=[C:15]([O:19][CH2:20][CH3:21])[CH:14]=1.[CH:23](=O)[CH:24]([CH3:26])[CH3:25].[BH3-]C#N.[Na+].NC1C=CC=CC=1, predict the reaction product. The product is: [CH2:20]([O:19][C:15]1[CH:14]=[C:13]([CH:18]=[CH:17][CH:16]=1)[O:12][CH2:11][C:10]([NH:9][C:3]1[CH:4]=[CH:5][C:6]([OH:8])=[CH:7][C:2]=1[NH:1][CH2:23][CH:24]([CH3:26])[CH3:25])=[O:22])[CH3:21]. (7) Given the reactants [F:1][C:2]1[CH:7]=[C:6]([I:8])[CH:5]=CC=1CC#N.[C:12]1(C)C=CC(S(O)(=O)=O)=CC=1.[OH2:23].[C:24]([O:27][CH2:28][CH3:29])(=O)[CH3:25], predict the reaction product. The product is: [C:28]([O:27][C:24]1[CH:25]=[CH:5][C:6]([I:8])=[C:7]([CH3:12])[C:2]=1[F:1])(=[O:23])[CH3:29]. (8) Given the reactants [Cl:1][C:2]1[NH:10][C:9]2[C:8](=[O:11])[N:7]([CH2:12][CH2:13][CH2:14][CH2:15][C:16]([O:18]C)=O)[C:6](=[O:20])[N:5]([CH2:21][CH2:22][CH2:23][CH2:24][CH3:25])[C:4]=2[N:3]=1.[CH3:26][CH2:27][O-].[Na+], predict the reaction product. The product is: [Cl:1][C:2]1[NH:10][C:9]2[C:8](=[O:11])[N:7]([CH2:12][CH2:13][CH2:14][CH2:15][C:16]3[O:18][N:10]=[C:2]([C:26]4[CH:27]=[CH:15][CH:14]=[CH:13][CH:12]=4)[N:3]=3)[C:6](=[O:20])[N:5]([CH2:21][CH2:22][CH2:23][CH2:24][CH3:25])[C:4]=2[N:3]=1. (9) Given the reactants Br[C:2]1[CH:11]=[C:10]2[C:5]([CH:6]=[C:7]([C:12]3[CH:17]=[C:16]([F:18])[CH:15]=[CH:14][C:13]=3[Cl:19])[CH:8]=[N:9]2)=[CH:4][N:3]=1.[CH:20]1([C:23]([NH2:25])=[O:24])[CH2:22][CH2:21]1.C1(P(C2C=CC=CC=2)C2C3OC4C(=CC=CC=4P(C4C=CC=CC=4)C4C=CC=CC=4)C(C)(C)C=3C=CC=2)C=CC=CC=1.C(=O)([O-])[O-].[Cs+].[Cs+], predict the reaction product. The product is: [Cl:19][C:13]1[CH:14]=[CH:15][C:16]([F:18])=[CH:17][C:12]=1[C:7]1[CH:8]=[N:9][C:10]2[C:5]([CH:6]=1)=[CH:4][N:3]=[C:2]([NH:25][C:23]([CH:20]1[CH2:22][CH2:21]1)=[O:24])[CH:11]=2. (10) Given the reactants [CH3:1][C:2]([CH3:35])([CH3:34])[C:3]([O:5][CH2:6][N:7]1[C:15]2[N:14]=[CH:13][N:12]([C:16]3[CH:21]=[CH:20][CH:19]=[CH:18][C:17]=3[CH:22]=[O:23])[C:11]=2[C:10](=[O:24])[N:9]([CH2:25][O:26][C:27](=[O:32])[C:28]([CH3:31])([CH3:30])[CH3:29])[C:8]1=[O:33])=[O:4].[Cl:36]N1C(=O)CCC1=O, predict the reaction product. The product is: [CH3:1][C:2]([CH3:35])([CH3:34])[C:3]([O:5][CH2:6][N:7]1[C:15]2[N:14]=[C:13]([Cl:36])[N:12]([C:16]3[CH:21]=[CH:20][CH:19]=[CH:18][C:17]=3[CH:22]=[O:23])[C:11]=2[C:10](=[O:24])[N:9]([CH2:25][O:26][C:27](=[O:32])[C:28]([CH3:29])([CH3:31])[CH3:30])[C:8]1=[O:33])=[O:4].